Dataset: Full USPTO retrosynthesis dataset with 1.9M reactions from patents (1976-2016). Task: Predict the reactants needed to synthesize the given product. (1) Given the product [CH3:1][O:2][C:3](=[O:16])[CH2:4][N:5]1[C:13]2[C:8](=[CH:9][C:10]([F:14])=[CH:11][CH:12]=2)[C:7]([CH2:31][C:27]2[S:28][CH:29]=[CH:30][C:26]=2[S:23]([C:17]2[CH:18]=[CH:19][CH:20]=[CH:21][CH:22]=2)(=[O:25])=[O:24])=[C:6]1[CH3:15], predict the reactants needed to synthesize it. The reactants are: [CH3:1][O:2][C:3](=[O:16])[CH2:4][N:5]1[C:13]2[C:8](=[CH:9][C:10]([F:14])=[CH:11][CH:12]=2)[CH:7]=[C:6]1[CH3:15].[C:17]1([S:23]([C:26]2[CH:30]=[CH:29][S:28][C:27]=2[CH:31]=O)(=[O:25])=[O:24])[CH:22]=[CH:21][CH:20]=[CH:19][CH:18]=1. (2) Given the product [CH3:1][O:2][CH2:3][CH2:4][O:5][C:6]1[CH:7]=[C:8]2[C:12](=[C:13]([NH:15][S:16]([C:19]3[CH:24]=[CH:23][CH:22]=[CH:21][N:20]=3)(=[O:17])=[O:18])[CH:14]=1)[NH:11][C:10]([C:25]([OH:27])=[O:26])=[CH:9]2, predict the reactants needed to synthesize it. The reactants are: [CH3:1][O:2][CH2:3][CH2:4][O:5][C:6]1[CH:7]=[C:8]2[C:12](=[C:13]([NH:15][S:16]([C:19]3[CH:24]=[CH:23][CH:22]=[CH:21][N:20]=3)(=[O:18])=[O:17])[CH:14]=1)[NH:11][C:10]([C:25]([O:27]CC)=[O:26])=[CH:9]2.O1CCCC1.[OH-].[K+]. (3) Given the product [C:1]([CH2:3][C:4]1([N:18]2[CH:22]=[C:21]([C:23]3[CH:28]=[CH:27][N:26]=[C:25]4[N:29]([CH2:32][O:33][CH2:34][CH2:35][Si:36]([CH3:37])([CH3:39])[CH3:38])[CH:30]=[CH:31][C:24]=34)[CH:20]=[N:19]2)[CH2:7][N:6]([C:8]2[N:9]=[CH:10][C:11]([C:14]([OH:16])=[O:15])=[N:12][CH:13]=2)[CH2:5]1)#[N:2], predict the reactants needed to synthesize it. The reactants are: [C:1]([CH2:3][C:4]1([N:18]2[CH:22]=[C:21]([C:23]3[CH:28]=[CH:27][N:26]=[C:25]4[N:29]([CH2:32][O:33][CH2:34][CH2:35][Si:36]([CH3:39])([CH3:38])[CH3:37])[CH:30]=[CH:31][C:24]=34)[CH:20]=[N:19]2)[CH2:7][N:6]([C:8]2[N:9]=[CH:10][C:11]([C:14]([O:16]C)=[O:15])=[N:12][CH:13]=2)[CH2:5]1)#[N:2].O.[OH-].[Li+].Cl. (4) The reactants are: Cl[CH2:2][CH2:3][N:4]1[C:8]2=[N:9][C:10]([C:20]([F:29])([F:28])[C:21]3[CH:26]=[CH:25][C:24]([F:27])=[CH:23][CH:22]=3)=[N:11][C:12]([NH:13][C:14]3[CH:18]=[C:17]([CH3:19])[NH:16][N:15]=3)=[C:7]2[CH:6]=[N:5]1.C[O-].[Na+].CO.[I-].[K+].C1OCCOCCOCCOCCOC1.C[O-].[Na+]. Given the product [F:29][C:20]([F:28])([C:21]1[CH:26]=[CH:25][C:24]([F:27])=[CH:23][CH:22]=1)[C:10]1[N:9]=[C:8]2[N:4]([CH:3]=[CH2:2])[N:5]=[CH:6][C:7]2=[C:12]([NH:13][C:14]2[CH:18]=[C:17]([CH3:19])[NH:16][N:15]=2)[N:11]=1, predict the reactants needed to synthesize it. (5) The reactants are: [OH:1]/[N:2]=[C:3](/[C:6]1[CH:11]=[CH:10][CH:9]=[CH:8][CH:7]=1)\[C:4]#[N:5].Cl[CH2:13][C:14]1[N:19]=[C:18]([NH:20][C:21](=[O:27])[O:22][C:23]([CH3:26])([CH3:25])[CH3:24])[CH:17]=[CH:16][CH:15]=1.[I-].[K+].C(=O)([O-])[O-].[Cs+].[Cs+]. Given the product [C:4](/[C:3](=[N:2]\[O:1][CH2:13][C:14]1[N:19]=[C:18]([NH:20][C:21](=[O:27])[O:22][C:23]([CH3:25])([CH3:24])[CH3:26])[CH:17]=[CH:16][CH:15]=1)/[C:6]1[CH:11]=[CH:10][CH:9]=[CH:8][CH:7]=1)#[N:5], predict the reactants needed to synthesize it.